This data is from Reaction yield outcomes from USPTO patents with 853,638 reactions. The task is: Predict the reaction yield, written as a fraction of the theoretical maximum amount of product (1.0 means a 100% yield; for example, 0.34 means a 34% yield). (1) The reactants are [CH3:1][O:2][CH2:3][C@H:4]([CH3:45])[O:5][C:6]1[CH:7]=[C:8]([C:23]2[NH:27][C:26]([C:28]3[O:29][C@H:30]([CH2:33][O:34][Si](C(C)C)(C(C)C)C(C)C)[CH2:31][N:32]=3)=[CH:25][CH:24]=2)[CH:9]=[C:10]([O:12][C:13]2[CH:18]=[CH:17][C:16]([S:19]([CH3:22])(=[O:21])=[O:20])=[CH:15][CH:14]=2)[CH:11]=1.[F-].C([N+](CCCC)(CCCC)CCCC)CCC.O. The catalyst is O1CCCC1. The product is [CH3:1][O:2][CH2:3][C@H:4]([CH3:45])[O:5][C:6]1[CH:7]=[C:8]([C:23]2[NH:27][C:26]([C:28]3[O:29][C@@H:30]([CH2:33][OH:34])[CH2:31][N:32]=3)=[CH:25][CH:24]=2)[CH:9]=[C:10]([O:12][C:13]2[CH:14]=[CH:15][C:16]([S:19]([CH3:22])(=[O:21])=[O:20])=[CH:17][CH:18]=2)[CH:11]=1. The yield is 0.790. (2) The reactants are [Br:1][C:2]1[CH:3]=[C:4]2[C:9](=[CH:10][CH:11]=1)[CH:8]=[N:7][C:6]([NH:12][C:13](=[O:19])[O:14][C:15]([CH3:18])([CH3:17])[CH3:16])=[CH:5]2.[H-].[Na+].I[CH3:23]. The catalyst is CN(C=O)C. The product is [Br:1][C:2]1[CH:3]=[C:4]2[C:9](=[CH:10][CH:11]=1)[CH:8]=[N:7][C:6]([N:12]([CH3:23])[C:13](=[O:19])[O:14][C:15]([CH3:16])([CH3:18])[CH3:17])=[CH:5]2. The yield is 0.780. (3) The reactants are [CH2:1]([NH:3][C:4](=[O:36])[NH:5][C:6]1[CH:11]=[CH:10][C:9]([C:12]2[N:13]=[C:14]([N:29]3[CH2:34][CH2:33][O:32][CH2:31][C@@H:30]3[CH3:35])[C:15]3[CH2:21]C[N:19]([C:22]([O:24][C:25]([CH3:28])(C)C)=[O:23])[CH2:18][C:16]=3[N:17]=2)=[CH:8][CH:7]=1)[CH3:2].ClC1N=C(N2CCOC[C@@H]2C)C2CN(C(OCC)=O)CC=2N=1.[F:59]C1C=C(C=CC=1B1OC(C)(C)C(C)(C)O1)N. No catalyst specified. The product is [CH2:25]([O:24][C:22]([N:19]1[CH2:21][C:15]2[C:14]([N:29]3[CH2:34][CH2:33][O:32][CH2:31][C@@H:30]3[CH3:35])=[N:13][C:12]([C:9]3[CH:8]=[CH:7][C:6]([NH:5][C:4]([NH:3][CH2:1][CH3:2])=[O:36])=[CH:11][C:10]=3[F:59])=[N:17][C:16]=2[CH2:18]1)=[O:23])[CH3:28]. The yield is 0.440. (4) The reactants are [OH:1][CH2:2][C:3]([O:5]C)=[O:4].Cl[C:8]1[CH:13]=[CH:12][N:11]=[C:10]([NH:14][C:15]2[CH:16]=[C:17]([C:22]3[S:26][C:25]([C:27]([OH:33])([CH3:32])[C:28]([F:31])([F:30])[F:29])=[N:24][CH:23]=3)[CH:18]=[C:19]([CH3:21])[CH:20]=2)[N:9]=1.C(=O)([O-])[O-].[Cs+].[Cs+].FC(F)(F)C(O)=O. No catalyst specified. The product is [CH3:21][C:19]1[CH:20]=[C:15]([NH:14][C:10]2[N:9]=[C:8]([O:1][CH2:2][C:3]([OH:5])=[O:4])[CH:13]=[CH:12][N:11]=2)[CH:16]=[C:17]([C:22]2[S:26][C:25]([C:27]([OH:33])([CH3:32])[C:28]([F:31])([F:30])[F:29])=[N:24][CH:23]=2)[CH:18]=1. The yield is 0.150. (5) The reactants are [N+:1]([C:4]1[CH:5]=[C:6]2[C:10](=[CH:11][CH:12]=1)[NH:9][C:8](=[O:13])[CH2:7]2)([O-])=O. The catalyst is CO.[Pd]. The product is [NH2:1][C:4]1[CH:5]=[C:6]2[C:10](=[CH:11][CH:12]=1)[NH:9][C:8](=[O:13])[CH2:7]2. The yield is 0.600.